Dataset: NCI-60 drug combinations with 297,098 pairs across 59 cell lines. Task: Regression. Given two drug SMILES strings and cell line genomic features, predict the synergy score measuring deviation from expected non-interaction effect. (1) Drug 1: CN(C)N=NC1=C(NC=N1)C(=O)N. Drug 2: CCN(CC)CCNC(=O)C1=C(NC(=C1C)C=C2C3=C(C=CC(=C3)F)NC2=O)C. Cell line: HOP-62. Synergy scores: CSS=-6.78, Synergy_ZIP=2.13, Synergy_Bliss=-0.833, Synergy_Loewe=-4.34, Synergy_HSA=-4.49. (2) Drug 1: CN(C)N=NC1=C(NC=N1)C(=O)N. Drug 2: CC1=C(C(=CC=C1)Cl)NC(=O)C2=CN=C(S2)NC3=CC(=NC(=N3)C)N4CCN(CC4)CCO. Cell line: MALME-3M. Synergy scores: CSS=-9.14, Synergy_ZIP=5.73, Synergy_Bliss=1.05, Synergy_Loewe=-6.40, Synergy_HSA=-7.09. (3) Drug 1: CCC1=CC2CC(C3=C(CN(C2)C1)C4=CC=CC=C4N3)(C5=C(C=C6C(=C5)C78CCN9C7C(C=CC9)(C(C(C8N6C)(C(=O)OC)O)OC(=O)C)CC)OC)C(=O)OC.C(C(C(=O)O)O)(C(=O)O)O. Drug 2: CN(C(=O)NC(C=O)C(C(C(CO)O)O)O)N=O. Cell line: NCI-H322M. Synergy scores: CSS=4.73, Synergy_ZIP=3.24, Synergy_Bliss=2.42, Synergy_Loewe=-38.9, Synergy_HSA=2.82. (4) Synergy scores: CSS=14.6, Synergy_ZIP=-4.01, Synergy_Bliss=-0.710, Synergy_Loewe=-35.5, Synergy_HSA=-2.69. Drug 1: CC1OCC2C(O1)C(C(C(O2)OC3C4COC(=O)C4C(C5=CC6=C(C=C35)OCO6)C7=CC(=C(C(=C7)OC)O)OC)O)O. Drug 2: CN1C(=O)N2C=NC(=C2N=N1)C(=O)N. Cell line: SNB-75. (5) Drug 1: CC12CCC(CC1=CCC3C2CCC4(C3CC=C4C5=CN=CC=C5)C)O. Drug 2: CC1=C(C(CCC1)(C)C)C=CC(=CC=CC(=CC(=O)O)C)C. Cell line: SK-OV-3. Synergy scores: CSS=-1.33, Synergy_ZIP=-3.16, Synergy_Bliss=-9.09, Synergy_Loewe=-6.15, Synergy_HSA=-9.10. (6) Drug 1: CC(C)NC(=O)C1=CC=C(C=C1)CNNC.Cl. Drug 2: C1C(C(OC1N2C=NC(=NC2=O)N)CO)O. Cell line: SK-OV-3. Synergy scores: CSS=-0.351, Synergy_ZIP=-0.216, Synergy_Bliss=-1.34, Synergy_Loewe=-3.50, Synergy_HSA=-3.00. (7) Drug 1: C1=CC(=CC=C1CC(C(=O)O)N)N(CCCl)CCCl.Cl. Drug 2: C1C(C(OC1N2C=NC3=C(N=C(N=C32)Cl)N)CO)O. Cell line: U251. Synergy scores: CSS=20.3, Synergy_ZIP=-6.60, Synergy_Bliss=-1.17, Synergy_Loewe=-2.00, Synergy_HSA=-1.68. (8) Drug 1: CCC1=CC2CC(C3=C(CN(C2)C1)C4=CC=CC=C4N3)(C5=C(C=C6C(=C5)C78CCN9C7C(C=CC9)(C(C(C8N6C)(C(=O)OC)O)OC(=O)C)CC)OC)C(=O)OC.C(C(C(=O)O)O)(C(=O)O)O. Drug 2: C1C(C(OC1N2C=C(C(=O)NC2=O)F)CO)O. Cell line: SR. Synergy scores: CSS=82.9, Synergy_ZIP=2.96, Synergy_Bliss=1.32, Synergy_Loewe=-0.0301, Synergy_HSA=4.48. (9) Drug 1: C1C(C(OC1N2C=C(C(=O)NC2=O)F)CO)O. Drug 2: CCC1(CC2CC(C3=C(CCN(C2)C1)C4=CC=CC=C4N3)(C5=C(C=C6C(=C5)C78CCN9C7C(C=CC9)(C(C(C8N6C)(C(=O)OC)O)OC(=O)C)CC)OC)C(=O)OC)O.OS(=O)(=O)O. Cell line: NCI/ADR-RES. Synergy scores: CSS=-3.31, Synergy_ZIP=-2.22, Synergy_Bliss=-3.61, Synergy_Loewe=-10.9, Synergy_HSA=-8.05.